Dataset: Peptide-MHC class I binding affinity with 185,985 pairs from IEDB/IMGT. Task: Regression. Given a peptide amino acid sequence and an MHC pseudo amino acid sequence, predict their binding affinity value. This is MHC class I binding data. The peptide sequence is AAHARFVAA. The MHC is HLA-B45:01 with pseudo-sequence HLA-B45:01. The binding affinity (normalized) is 0.697.